Dataset: Catalyst prediction with 721,799 reactions and 888 catalyst types from USPTO. Task: Predict which catalyst facilitates the given reaction. (1) Reactant: Cl.[CH2:2]([NH:4][C@@H:5]([CH3:15])[CH2:6][C:7]1[CH:12]=[CH:11][C:10]([S:13][CH3:14])=[CH:9][CH:8]=1)[CH3:3].C(N(CC)CC)C.[O:23]=[C:24]1[N:29]([CH2:30][CH2:31][CH2:32][CH:33]=O)[CH2:28][CH2:27][CH2:26][O:25]1.C(O[BH-](OC(=O)C)OC(=O)C)(=O)C.[Na+]. Product: [CH2:2]([N:4]([C@@H:5]([CH3:15])[CH2:6][C:7]1[CH:8]=[CH:9][C:10]([S:13][CH3:14])=[CH:11][CH:12]=1)[CH2:33][CH2:32][CH2:31][CH2:30][N:29]1[CH2:28][CH2:27][CH2:26][O:25][C:24]1=[O:23])[CH3:3]. The catalyst class is: 26. (2) Reactant: [F:1][C:2]([F:38])([F:37])[C:3]1[CH:4]=[C:5]([C@H:13]2[O:17][C:16](=[O:18])[N:15]([CH2:19][C:20]3[C:21]([N:27]([CH:30]4[CH2:35][CH2:34][CH2:33][CH2:32][CH2:31]4)[CH2:28][CH3:29])=[N:22][CH:23]=[C:24](Br)[CH:25]=3)[C@H:14]2[CH3:36])[CH:6]=[C:7]([C:9]([F:12])([F:11])[F:10])[CH:8]=1.[OH-:39].[K+].C(P(C(C)(C)C)C1C(C)=C(C)C(C)=C(C)C=1C1C(C(C)C)=CC(C(C)C)=CC=1C(C)C)(C)(C)C. Product: [F:1][C:2]([F:38])([F:37])[C:3]1[CH:4]=[C:5]([C@H:13]2[O:17][C:16](=[O:18])[N:15]([CH2:19][C:20]3[C:21]([N:27]([CH:30]4[CH2:35][CH2:34][CH2:33][CH2:32][CH2:31]4)[CH2:28][CH3:29])=[N:22][CH:23]=[C:24]([OH:39])[CH:25]=3)[C@H:14]2[CH3:36])[CH:6]=[C:7]([C:9]([F:12])([F:11])[F:10])[CH:8]=1. The catalyst class is: 333.